Dataset: Peptide-MHC class I binding affinity with 185,985 pairs from IEDB/IMGT. Task: Regression. Given a peptide amino acid sequence and an MHC pseudo amino acid sequence, predict their binding affinity value. This is MHC class I binding data. (1) The peptide sequence is FLPSDYFPST. The MHC is HLA-A02:05 with pseudo-sequence HLA-A02:05. The binding affinity (normalized) is 0.512. (2) The peptide sequence is ALYEQVVMDY. The MHC is HLA-A03:01 with pseudo-sequence HLA-A03:01. The binding affinity (normalized) is 0.459. (3) The peptide sequence is TQFNFNGHT. The MHC is HLA-A02:03 with pseudo-sequence HLA-A02:03. The binding affinity (normalized) is 0.115. (4) The peptide sequence is RLPGPSDT. The MHC is HLA-A02:02 with pseudo-sequence HLA-A02:02. The binding affinity (normalized) is 0. (5) The peptide sequence is SMRLLHCVT. The MHC is HLA-A02:01 with pseudo-sequence HLA-A02:01. The binding affinity (normalized) is 0. (6) The peptide sequence is MLSSFGWIY. The MHC is HLA-B27:05 with pseudo-sequence HLA-B27:05. The binding affinity (normalized) is 0.0847.